Dataset: Full USPTO retrosynthesis dataset with 1.9M reactions from patents (1976-2016). Task: Predict the reactants needed to synthesize the given product. (1) Given the product [CH3:3][CH2:2][CH:1]([C:6]1[S:7][CH:8]=[C:9]([C:11]([OH:13])=[O:12])[N:10]=1)[CH2:5][CH3:4], predict the reactants needed to synthesize it. The reactants are: [CH:1]1([C:6]2[S:7][CH:8]=[C:9]([C:11]([O:13]CC)=[O:12])[N:10]=2)[CH2:5][CH2:4][CH2:3][CH2:2]1.CCC(C1SC=C(C(OCC)=O)N=1)CC. (2) Given the product [F:32][C:33]([F:46])([F:45])[S:34]([O:23][C:20]1[CH:21]=[CH:22][N:17]([C:13]2[S:12][C:11]([C:9](=[O:10])[NH:8][CH2:1][C:2]3[CH:3]=[CH:4][CH:5]=[CH:6][CH:7]=3)=[C:15]([CH3:16])[CH:14]=2)[C:18](=[O:24])[CH:19]=1)(=[O:36])=[O:35], predict the reactants needed to synthesize it. The reactants are: [CH2:1]([NH:8][C:9]([C:11]1[S:12][C:13]([N:17]2[CH:22]=[CH:21][C:20]([OH:23])=[CH:19][C:18]2=[O:24])=[CH:14][C:15]=1[CH3:16])=[O:10])[C:2]1[CH:7]=[CH:6][CH:5]=[CH:4][CH:3]=1.C(N(CC)CC)C.[F:32][C:33]([F:46])([F:45])[S:34](O[S:34]([C:33]([F:46])([F:45])[F:32])(=[O:36])=[O:35])(=[O:36])=[O:35]. (3) Given the product [Br:1][C:2]1[CH:11]=[CH:10][CH:9]=[C:8]2[C:3]=1[CH2:4][C:5]([CH3:17])([CH3:16])[NH:6][CH2:7]2, predict the reactants needed to synthesize it. The reactants are: [Br:1][C:2]1[CH:11]=[CH:10][CH:9]=[C:8]2[C:3]=1[CH2:4][C:5]([CH3:17])([CH3:16])[N:6](C(OC)=O)[CH2:7]2.[OH-].[K+]. (4) Given the product [NH2:11][C:9]1[CH:8]=[CH:7][C:4]([CH2:5][NH:6][C:24]2[C:23]3[N:27]=[CH:28][N:29]([C:22]=3[N:21]=[CH:20][N:25]=2)[C@@H:30]2[O:34][C@H:33]([CH2:35][OH:36])[C@@H:32]([OH:37])[C@H:31]2[OH:38])=[CH:3][CH:2]=1, predict the reactants needed to synthesize it. The reactants are: N[C:2]1[CH:3]=[C:4]([CH:7]=[CH:8][CH:9]=1)[CH2:5][NH2:6].Cl.[NH2:11]C1C=C(C=CC=1)CN.[CH:20]1[N:25]=[C:24](Cl)[C:23]2[N:27]=[CH:28][N:29]([C@@H:30]3[O:34][C@H:33]([CH2:35][OH:36])[C@@H:32]([OH:37])[C@H:31]3[OH:38])[C:22]=2[N:21]=1.C(N(CC)CC)C. (5) Given the product [I:16][C:2]1[C:10]2[NH:9][C:8](=[O:11])[NH:7][C:6]=2[CH:5]=[C:4]([C:12]([F:15])([F:14])[F:13])[CH:3]=1, predict the reactants needed to synthesize it. The reactants are: N[C:2]1[C:10]2[NH:9][C:8](=[O:11])[NH:7][C:6]=2[CH:5]=[C:4]([C:12]([F:15])([F:14])[F:13])[CH:3]=1.[I-:16].[Cs+].II.N(OCCC(C)C)=O. (6) Given the product [Br:1][C:2]1[C:3]([CH3:10])=[C:4]([CH2:5][NH:12][C:11](=[O:18])[O:13][C:14]([CH3:17])([CH3:16])[CH3:15])[CH:7]=[CH:8][CH:9]=1, predict the reactants needed to synthesize it. The reactants are: [Br:1][C:2]1[C:3]([CH3:10])=[C:4]([CH:7]=[CH:8][CH:9]=1)[CH:5]=O.[C:11](=[O:18])([O:13][C:14]([CH3:17])([CH3:16])[CH3:15])[NH2:12].[SiH](CC)(CC)CC.FC(F)(F)C(O)=O. (7) Given the product [CH:27]1([C:2]2[CH:3]=[C:4]([CH:24]=[CH:25][CH:26]=2)[CH2:5][NH:6][C:7](=[O:23])[CH2:8][N:9]([CH:20]([CH3:22])[CH3:21])[S:10]([C:13]2[CH:14]=[CH:15][C:16]([F:19])=[CH:17][CH:18]=2)(=[O:11])=[O:12])[CH2:29][CH2:28]1, predict the reactants needed to synthesize it. The reactants are: Br[C:2]1[CH:3]=[C:4]([CH:24]=[CH:25][CH:26]=1)[CH2:5][NH:6][C:7](=[O:23])[CH2:8][N:9]([CH:20]([CH3:22])[CH3:21])[S:10]([C:13]1[CH:18]=[CH:17][C:16]([F:19])=[CH:15][CH:14]=1)(=[O:12])=[O:11].[CH:27]1(B(O)O)[CH2:29][CH2:28]1.C1(P(C2CCCCC2)C2CCCCC2)CCCCC1.[O-]P([O-])([O-])=O.[K+].[K+].[K+]. (8) Given the product [CH3:12][C:7]1[S:6][C:5]2[NH:4][C:3]3[CH:13]=[CH:14][CH:15]=[CH:16][C:2]=3[N:1]=[C:10]([N:11]3[CH2:23][CH2:24][N:19]([CH3:18])[CH2:20][CH2:21]3)[C:9]=2[CH:8]=1, predict the reactants needed to synthesize it. The reactants are: [NH2:1][C:2]1[CH:16]=[CH:15][CH:14]=[CH:13][C:3]=1[NH:4][C:5]1[S:6][C:7]([CH3:12])=[CH:8][C:9]=1[C:10]#[N:11].Cl.[CH3:18][N:19]1[CH2:24][CH2:23]N[CH2:21][CH2:20]1.CC(C)=O.C. (9) Given the product [Cl:11][C:3]1[C:2]([C:22]2[CH:23]=[CH:24][C:25]([NH2:28])=[N:26][CH:27]=2)=[CH:10][C:6]2[O:7][CH2:8][CH2:9][C:5]=2[CH:4]=1, predict the reactants needed to synthesize it. The reactants are: Br[C:2]1[C:3]([Cl:11])=[CH:4][C:5]2[CH2:9][CH2:8][O:7][C:6]=2[CH:10]=1.FC1(F)OC2C=C(C)C([C:22]3[CH:23]=[CH:24][C:25]([NH:28]C(=O)C4C=CC=CC=4F)=[N:26][CH:27]=3)=CC=2O1.[O-]P([O-])([O-])=O.[K+].[K+].[K+].